This data is from NCI-60 drug combinations with 297,098 pairs across 59 cell lines. The task is: Regression. Given two drug SMILES strings and cell line genomic features, predict the synergy score measuring deviation from expected non-interaction effect. (1) Drug 1: CN(C)C1=NC(=NC(=N1)N(C)C)N(C)C. Drug 2: CN(CC1=CN=C2C(=N1)C(=NC(=N2)N)N)C3=CC=C(C=C3)C(=O)NC(CCC(=O)O)C(=O)O. Cell line: OVCAR3. Synergy scores: CSS=32.7, Synergy_ZIP=-8.74, Synergy_Bliss=-0.275, Synergy_Loewe=-83.1, Synergy_HSA=-1.57. (2) Drug 1: CNC(=O)C1=CC=CC=C1SC2=CC3=C(C=C2)C(=NN3)C=CC4=CC=CC=N4. Drug 2: CCC1=C2CN3C(=CC4=C(C3=O)COC(=O)C4(CC)O)C2=NC5=C1C=C(C=C5)O. Cell line: PC-3. Synergy scores: CSS=13.9, Synergy_ZIP=-0.676, Synergy_Bliss=0.770, Synergy_Loewe=-17.6, Synergy_HSA=-1.29. (3) Drug 1: CN1CCC(CC1)COC2=C(C=C3C(=C2)N=CN=C3NC4=C(C=C(C=C4)Br)F)OC. Drug 2: COC1=C2C(=CC3=C1OC=C3)C=CC(=O)O2. Cell line: NCI-H226. Synergy scores: CSS=8.11, Synergy_ZIP=1.92, Synergy_Bliss=5.38, Synergy_Loewe=-3.89, Synergy_HSA=2.42. (4) Drug 2: CCCS(=O)(=O)NC1=C(C(=C(C=C1)F)C(=O)C2=CNC3=C2C=C(C=N3)C4=CC=C(C=C4)Cl)F. Cell line: K-562. Synergy scores: CSS=39.0, Synergy_ZIP=0.468, Synergy_Bliss=-0.829, Synergy_Loewe=-39.3, Synergy_HSA=-2.81. Drug 1: CN1CCC(CC1)COC2=C(C=C3C(=C2)N=CN=C3NC4=C(C=C(C=C4)Br)F)OC. (5) Drug 1: COC1=C(C=C2C(=C1)N=CN=C2NC3=CC(=C(C=C3)F)Cl)OCCCN4CCOCC4. Drug 2: C1C(C(OC1N2C=NC3=C(N=C(N=C32)Cl)N)CO)O. Cell line: OVCAR-8. Synergy scores: CSS=49.8, Synergy_ZIP=-4.15, Synergy_Bliss=-1.37, Synergy_Loewe=3.20, Synergy_HSA=5.04. (6) Synergy scores: CSS=21.4, Synergy_ZIP=1.92, Synergy_Bliss=4.97, Synergy_Loewe=-37.1, Synergy_HSA=-6.76. Drug 1: CC1=CC=C(C=C1)C2=CC(=NN2C3=CC=C(C=C3)S(=O)(=O)N)C(F)(F)F. Cell line: CAKI-1. Drug 2: C1=NC2=C(N=C(N=C2N1C3C(C(C(O3)CO)O)F)Cl)N. (7) Drug 1: COC1=NC(=NC2=C1N=CN2C3C(C(C(O3)CO)O)O)N. Drug 2: C1CN(CCN1C(=O)CCBr)C(=O)CCBr. Cell line: SK-MEL-28. Synergy scores: CSS=5.60, Synergy_ZIP=-2.28, Synergy_Bliss=3.86, Synergy_Loewe=-4.10, Synergy_HSA=1.14. (8) Drug 1: C1C(C(OC1N2C=NC3=C(N=C(N=C32)Cl)N)CO)O. Drug 2: CC1C(C(CC(O1)OC2CC(CC3=C2C(=C4C(=C3O)C(=O)C5=C(C4=O)C(=CC=C5)OC)O)(C(=O)CO)O)N)O.Cl. Cell line: NCI/ADR-RES. Synergy scores: CSS=41.2, Synergy_ZIP=-3.18, Synergy_Bliss=-6.93, Synergy_Loewe=-14.5, Synergy_HSA=-6.15.